Dataset: Forward reaction prediction with 1.9M reactions from USPTO patents (1976-2016). Task: Predict the product of the given reaction. Given the reactants [Cl:1][C:2]1[CH:10]=[CH:9][CH:8]=[C:7]2[C:3]=1[C:4]([C:16]([OH:18])=O)=[CH:5][N:6]2[CH:11]1[CH2:15][CH2:14][CH2:13][O:12]1.Cl.[F:20][C:21]1([F:29])[CH2:26][CH2:25][CH:24]([CH2:27][NH2:28])[CH2:23][CH2:22]1.C(Cl)CCl.N1(O)C2C=CC=CC=2N=N1.C(N(C(C)C)C(C)C)C, predict the reaction product. The product is: [Cl:1][C:2]1[CH:10]=[CH:9][CH:8]=[C:7]2[C:3]=1[C:4]([C:16]([NH:28][CH2:27][CH:24]1[CH2:25][CH2:26][C:21]([F:29])([F:20])[CH2:22][CH2:23]1)=[O:18])=[CH:5][N:6]2[CH:11]1[CH2:15][CH2:14][CH2:13][O:12]1.